This data is from Forward reaction prediction with 1.9M reactions from USPTO patents (1976-2016). The task is: Predict the product of the given reaction. (1) Given the reactants [ClH:1].C(OCC([NH:10][C@@H:11]([C:19]([N:21]1[CH2:45][CH2:44][CH2:43][C@H:22]1[C:23]([NH:25][CH2:26][C:27]1[CH:32]=[C:31]([Cl:33])[CH:30]=[CH:29][C:28]=1[CH2:34][NH:35]C(OC(C)(C)C)=O)=[O:24])=[O:20])[CH2:12][C:13]1[CH:18]=[CH:17][CH:16]=[CH:15][CH:14]=1)=O)(C)(C)C, predict the reaction product. The product is: [ClH:33].[ClH:1].[NH2:10][C@@H:11]([C:19]([N:21]1[CH2:45][CH2:44][CH2:43][C@H:22]1[C:23]([NH:25][CH2:26][C:27]1[CH:32]=[C:31]([Cl:33])[CH:30]=[CH:29][C:28]=1[CH2:34][NH3+:35])=[O:24])=[O:20])[CH2:12][C:13]1[CH:18]=[CH:17][CH:16]=[CH:15][CH:14]=1. (2) Given the reactants Cl.N[C@@H]1CC[C@H](NC(=O)C[NH:12][C:13](=[O:24])[C:14]2[CH:19]=[CH:18][CH:17]=[C:16]([C:20]([F:23])([F:22])[F:21])[CH:15]=2)CC1.OC1(C2C=CC=CN=2)CCC(=O)CC1.C(O[BH-](OC(=O)C)OC(=O)C)(=O)C.[Na+].C(=O)(O)[O-].[Na+], predict the reaction product. The product is: [F:21][C:20]([F:22])([F:23])[C:16]1[CH:15]=[C:14]([CH:19]=[CH:18][CH:17]=1)[C:13]([NH2:12])=[O:24]. (3) Given the reactants [NH:1]1[CH2:6][CH2:5][CH:4]([CH2:7][NH:8][C:9]2[CH:10]=[CH:11][C:12]3[N:13]([C:15]([C:18]4[CH:23]=[CH:22][CH:21]=[C:20]([O:24][C:25]([F:28])([F:27])[F:26])[CH:19]=4)=[CH:16][N:17]=3)[N:14]=2)[CH2:3][CH2:2]1.[OH:29][C:30]([CH3:35])([CH3:34])[C:31](O)=[O:32].C(Cl)CCl.C1C=NC2N(O)N=NC=2C=1.CN1CCOCC1, predict the reaction product. The product is: [OH:29][C:30]([CH3:35])([CH3:34])[C:31]([N:1]1[CH2:6][CH2:5][CH:4]([CH2:7][NH:8][C:9]2[CH:10]=[CH:11][C:12]3[N:13]([C:15]([C:18]4[CH:23]=[CH:22][CH:21]=[C:20]([O:24][C:25]([F:26])([F:28])[F:27])[CH:19]=4)=[CH:16][N:17]=3)[N:14]=2)[CH2:3][CH2:2]1)=[O:32]. (4) Given the reactants [F:1][C:2]1[C:10]2[C:6](=[C:7]3[NH:14][C:13](=[O:15])[CH:12]=[C:11]([CH:16]4[CH2:21][CH2:20][N:19](C(OC(C)(C)C)=O)[CH2:18][CH2:17]4)[N:8]3[N:9]=2)[CH:5]=[CH:4][CH:3]=1.[ClH:29], predict the reaction product. The product is: [ClH:29].[F:1][C:2]1[C:10]2[C:6](=[C:7]3[NH:14][C:13](=[O:15])[CH:12]=[C:11]([CH:16]4[CH2:21][CH2:20][NH:19][CH2:18][CH2:17]4)[N:8]3[N:9]=2)[CH:5]=[CH:4][CH:3]=1. (5) Given the reactants C(Cl)(=O)C(Cl)=O.[Cl:7][C:8]1[C:13]([F:14])=[CH:12][CH:11]=[C:10]([F:15])[C:9]=1[CH2:16][C:17]([OH:19])=O.CN(C)C=O.[CH2:25]([O:27][C:28](=[O:39])[C:29]1[C:34]([Cl:35])=[CH:33][C:32]([CH3:36])=[N:31][C:30]=1[NH:37][CH3:38])[CH3:26], predict the reaction product. The product is: [CH2:25]([O:27][C:28](=[O:39])[C:29]1[C:34]([Cl:35])=[CH:33][C:32]([CH3:36])=[N:31][C:30]=1[N:37]([C:17](=[O:19])[CH2:16][C:9]1[C:10]([F:15])=[CH:11][CH:12]=[C:13]([F:14])[C:8]=1[Cl:7])[CH3:38])[CH3:26]. (6) Given the reactants Br[C:2]1[CH:26]=[CH:25][C:5]2[C:6]3[N:10]([CH2:11][CH2:12][O:13][C:4]=2[CH:3]=1)[CH:9]=[C:8]([C:14]1[N:15]([CH:22]([CH3:24])[CH3:23])[N:16]=[C:17]([CH2:19][O:20][CH3:21])[N:18]=1)[N:7]=3.B1([C:36]2[CH2:41][CH2:40][N:39]([C:42]([O:44][C:45]([CH3:48])([CH3:47])[CH3:46])=[O:43])[CH2:38][CH:37]=2)OC(C)(C)C(C)(C)O1.C(=O)([O-])[O-].[Cs+].[Cs+].ClCCl, predict the reaction product. The product is: [C:45]([O:44][C:42]([N:39]1[CH2:38][CH:37]=[C:36]([C:2]2[CH:26]=[CH:25][C:5]3[C:6]4[N:10]([CH2:11][CH2:12][O:13][C:4]=3[CH:3]=2)[CH:9]=[C:8]([C:14]2[N:15]([CH:22]([CH3:24])[CH3:23])[N:16]=[C:17]([CH2:19][O:20][CH3:21])[N:18]=2)[N:7]=4)[CH2:41][CH2:40]1)=[O:43])([CH3:48])([CH3:46])[CH3:47].